Dataset: Reaction yield outcomes from USPTO patents with 853,638 reactions. Task: Predict the reaction yield, written as a fraction of the theoretical maximum amount of product (1.0 means a 100% yield; for example, 0.34 means a 34% yield). (1) The reactants are [H-].[Na+].[Cl:3][C:4]1[CH:5]=[C:6]([CH:10]([OH:24])[C@@H:11]2[CH2:16][CH2:15][CH2:14][N:13]([C:17]([O:19][C:20]([CH3:23])([CH3:22])[CH3:21])=[O:18])[CH2:12]2)[CH:7]=[CH:8][CH:9]=1.[CH2:25]([O:27][C:28](=[O:32])[CH2:29][CH2:30]Br)[CH3:26]. The catalyst is CN(C=O)C. The product is [Cl:3][C:4]1[CH:5]=[C:6]([CH:10]([O:24][CH2:30][CH2:29][C:28]([O:27][CH2:25][CH3:26])=[O:32])[C@@H:11]2[CH2:16][CH2:15][CH2:14][N:13]([C:17]([O:19][C:20]([CH3:21])([CH3:23])[CH3:22])=[O:18])[CH2:12]2)[CH:7]=[CH:8][CH:9]=1. The yield is 0.410. (2) The reactants are [NH:1]1[CH2:6][CH2:5][NH:4][CH2:3][CH2:2]1.[C:7](Cl)([C:20]1[CH:25]=[CH:24][CH:23]=[CH:22][CH:21]=1)([C:14]1[CH:19]=[CH:18][CH:17]=[CH:16][CH:15]=1)[C:8]1[CH:13]=[CH:12][CH:11]=[CH:10][CH:9]=1.[C:27]([OH:34])(=[O:33])[CH2:28][CH2:29][C:30]([OH:32])=[O:31]. The catalyst is C1(C)C=CC=CC=1.CO.C1(C)C=CC=CC=1. The product is [C:27]([OH:34])(=[O:33])[CH2:28][CH2:29][C:30]([OH:32])=[O:31].[C:7]([N:1]1[CH2:6][CH2:5][NH:4][CH2:3][CH2:2]1)([C:8]1[CH:13]=[CH:12][CH:11]=[CH:10][CH:9]=1)([C:20]1[CH:21]=[CH:22][CH:23]=[CH:24][CH:25]=1)[C:14]1[CH:15]=[CH:16][CH:17]=[CH:18][CH:19]=1. The yield is 0.700.